Predict the product of the given reaction. From a dataset of Forward reaction prediction with 1.9M reactions from USPTO patents (1976-2016). (1) The product is: [F:1][C:2]1[CH:3]=[C:4]([CH2:9][CH2:10][CH2:11][NH:12][C@H:16]2[CH2:17][CH2:18][C@H:13]([C:20]3[CH:29]=[CH:28][C:23]4[NH:24][C:25](=[O:27])[O:26][C:22]=4[CH:21]=3)[CH2:14][CH2:15]2)[CH:5]=[C:6]([F:8])[CH:7]=1. Given the reactants [F:1][C:2]1[CH:3]=[C:4]([CH2:9][CH2:10][CH2:11][NH2:12])[CH:5]=[C:6]([F:8])[CH:7]=1.[CH:13]1([C:20]2[CH:29]=[CH:28][C:23]3[NH:24][C:25](=[O:27])[O:26][C:22]=3[CH:21]=2)[CH2:18][CH2:17][C:16](=O)[CH2:15][CH2:14]1, predict the reaction product. (2) The product is: [ClH:38].[C:1]([NH:5][CH2:6][C:7](=[O:27])[CH2:8][CH2:9][N:10]1[C:14]2[CH:15]=[CH:16][CH:17]=[CH:18][C:13]=2[N:12]([C:19]2[CH:20]=[CH:21][CH:22]=[CH:23][CH:24]=2)[S:11]1(=[O:26])=[O:25])([CH3:4])([CH3:2])[CH3:3]. Given the reactants [C:1]([NH:5][CH2:6][C:7](=[O:27])[CH2:8][CH2:9][N:10]1[C:14]2[CH:15]=[CH:16][CH:17]=[CH:18][C:13]=2[N:12]([C:19]2[CH:24]=[CH:23][CH:22]=[CH:21][CH:20]=2)[S:11]1(=[O:26])=[O:25])([CH3:4])([CH3:3])[CH3:2].C(OC(=O)N)(C)(C)C.CO.[ClH:38], predict the reaction product.